From a dataset of Full USPTO retrosynthesis dataset with 1.9M reactions from patents (1976-2016). Predict the reactants needed to synthesize the given product. Given the product [C:25]([C:29]1[CH:34]=[CH:33][C:32]([S:35]([NH:1][C:2]2[CH:3]=[C:4]3[C:8](=[CH:9][CH:10]=2)[NH:7][C:6]([C:11]([N:13]2[CH2:14][CH2:15][O:16][CH2:17][CH2:18]2)=[O:12])=[C:5]3[C:19]2[CH:20]=[CH:21][CH:22]=[CH:23][CH:24]=2)(=[O:37])=[O:36])=[CH:31][CH:30]=1)([CH3:28])([CH3:26])[CH3:27], predict the reactants needed to synthesize it. The reactants are: [NH2:1][C:2]1[CH:3]=[C:4]2[C:8](=[CH:9][CH:10]=1)[NH:7][C:6]([C:11]([N:13]1[CH2:18][CH2:17][O:16][CH2:15][CH2:14]1)=[O:12])=[C:5]2[C:19]1[CH:24]=[CH:23][CH:22]=[CH:21][CH:20]=1.[C:25]([C:29]1[CH:34]=[CH:33][C:32]([S:35](Cl)(=[O:37])=[O:36])=[CH:31][CH:30]=1)([CH3:28])([CH3:27])[CH3:26].